Task: Predict the product of the given reaction.. Dataset: Forward reaction prediction with 1.9M reactions from USPTO patents (1976-2016) (1) Given the reactants [NH2:1][C:2]1[CH:7]=[CH:6][C:5](Br)=[C:4]([C:9]([O:11][CH3:12])=[O:10])[N:3]=1.[N:13]1([S:19]([C:22]2[CH:27]=[CH:26][C:25]([SH:28])=[CH:24][CH:23]=2)(=[O:21])=[O:20])[CH2:18][CH2:17][CH2:16][CH2:15][CH2:14]1.[Cl:29][C:30]1[CH:35]=[C:34]([Cl:36])[CH:33]=[CH:32][C:31]=1[S:37](Cl)(=[O:39])=[O:38], predict the reaction product. The product is: [CH3:12][O:11][C:9]([C:4]1[C:5]([S:28][C:25]2[CH:24]=[CH:23][C:22]([S:19]([N:13]3[CH2:14][CH2:15][CH2:16][CH2:17][CH2:18]3)(=[O:21])=[O:20])=[CH:27][CH:26]=2)=[CH:6][CH:7]=[C:2]([NH:1][S:37]([C:31]2[CH:32]=[CH:33][C:34]([Cl:36])=[CH:35][C:30]=2[Cl:29])(=[O:39])=[O:38])[N:3]=1)=[O:10]. (2) Given the reactants ClC(Cl)(Cl)[C:3]([C:5]1[N:14]2[C:8]([CH2:9][N:10]([C:19]([C:21]3[CH:26]=[CH:25][C:24]([C:27]4[CH:32]=[CH:31][CH:30]=[CH:29][C:28]=4[CH3:33])=[C:23]([O:34][CH3:35])[CH:22]=3)=[O:20])[C:11]3[CH:18]=[CH:17][CH:16]=[CH:15][C:12]=3[CH2:13]2)=[CH:7][CH:6]=1)=[O:4].[O:38]1[C:42]2[CH:43]=[CH:44][C:45]([CH2:47][CH2:48][NH2:49])=[CH:46][C:41]=2[O:40][CH2:39]1, predict the reaction product. The product is: [O:38]1[C:42]2[CH:43]=[CH:44][C:45]([CH2:47][CH2:48][NH:49][C:3]([C:5]3[N:14]4[C:8]([CH2:9][N:10]([C:19]([C:21]5[CH:26]=[CH:25][C:24]([C:27]6[CH:32]=[CH:31][CH:30]=[CH:29][C:28]=6[CH3:33])=[C:23]([O:34][CH3:35])[CH:22]=5)=[O:20])[C:11]5[CH:18]=[CH:17][CH:16]=[CH:15][C:12]=5[CH2:13]4)=[CH:7][CH:6]=3)=[O:4])=[CH:46][C:41]=2[O:40][CH2:39]1. (3) Given the reactants [CH3:1][O:2][C:3](=[O:12])[C:4]1[CH:9]=[CH:8][C:7]([CH:10]=O)=[CH:6][CH:5]=1.[CH3:13][N:14]1[CH2:19][CH2:18][NH:17][CH2:16][CH2:15]1.[H][H], predict the reaction product. The product is: [CH3:1][O:2][C:3](=[O:12])[C:4]1[CH:9]=[CH:8][C:7]([CH2:10][N:17]2[CH2:18][CH2:19][N:14]([CH3:13])[CH2:15][CH2:16]2)=[CH:6][CH:5]=1.